This data is from Full USPTO retrosynthesis dataset with 1.9M reactions from patents (1976-2016). The task is: Predict the reactants needed to synthesize the given product. Given the product [OH:14][C:3]1[CH:2]=[C:11]([CH3:12])[CH:10]=[C:9]2[C:4]=1[CH:5]=[CH:6][C:7]([CH3:13])=[N:8]2, predict the reactants needed to synthesize it. The reactants are: Br[CH:2]1[CH:11]([CH3:12])[CH2:10][C:9]2[N:8]=[C:7]([CH3:13])[CH:6]=[CH:5][C:4]=2[C:3]1=[O:14].C(=O)([O-])[O-].[Li+].[Li+].[Br-].[Li+].